From a dataset of Full USPTO retrosynthesis dataset with 1.9M reactions from patents (1976-2016). Predict the reactants needed to synthesize the given product. Given the product [CH3:24][N:21]1[C:12]2[NH:13][C:14]3[C:19]([C:11]=2[CH:10]=[C:9]([C:5]2[CH:4]=[C:3]([CH:8]=[CH:7][CH:6]=2)[CH:1]=[O:27])[C:22]1=[O:23])=[CH:18][C:17]([CH3:20])=[CH:16][CH:15]=3, predict the reactants needed to synthesize it. The reactants are: [C:1]([C:3]1[CH:4]=[C:5]([C:9]2[C:22](=[O:23])[N:21]([CH3:24])[C:12]3[NH:13][C:14]4[C:19]([C:11]=3[CH:10]=2)=[CH:18][C:17]([CH3:20])=[CH:16][CH:15]=4)[CH:6]=[CH:7][CH:8]=1)#N.CC(O)=[O:27].[PH2]([O-])=O.[Na+].